From a dataset of Full USPTO retrosynthesis dataset with 1.9M reactions from patents (1976-2016). Predict the reactants needed to synthesize the given product. (1) Given the product [NH2:11][CH2:12][CH2:13][C:14]([NH:16][C@@H:17]([CH2:20][C:21]1[NH:25][CH:24]=[N:23][CH:22]=1)[CH2:18][OH:19])=[O:15], predict the reactants needed to synthesize it. The reactants are: C(OC([NH:11][CH2:12][CH2:13][C:14]([NH:16][C@@H:17]([CH2:20][C:21]1[NH:25][CH:24]=[N:23][CH:22]=1)[CH2:18][OH:19])=[O:15])=O)C1C=CC=CC=1. (2) Given the product [C:1]1([C@@H:7]2[CH2:9][C@H:8]2[NH:10][CH2:11][C@H:12]2[CH2:17][CH2:16][C@H:15]([C:18]([OH:20])=[O:19])[CH2:14][CH2:13]2)[CH:2]=[CH:3][CH:4]=[CH:5][CH:6]=1, predict the reactants needed to synthesize it. The reactants are: [C:1]1([C@@H:7]2[CH2:9][C@H:8]2[NH:10][CH2:11][C@H:12]2[CH2:17][CH2:16][C@H:15]([C:18]([O:20]C)=[O:19])[CH2:14][CH2:13]2)[CH:6]=[CH:5][CH:4]=[CH:3][CH:2]=1.[OH-].[Na+]. (3) Given the product [N:30]1[CH:31]=[CH:32][C:27]([C:26]2[N:19]([C:16]3[CH:15]=[CH:14][C:13]([O:12][CH2:11][C:2]4[CH:3]=[CH:4][C:5]5[C:10](=[CH:9][CH:8]=[CH:7][CH:6]=5)[N:1]=4)=[CH:18][CH:17]=3)[N:20]=[CH:24][N:25]=2)=[CH:28][CH:29]=1, predict the reactants needed to synthesize it. The reactants are: [N:1]1[C:10]2[C:5](=[CH:6][CH:7]=[CH:8][CH:9]=2)[CH:4]=[CH:3][C:2]=1[CH2:11][O:12][C:13]1[CH:18]=[CH:17][C:16]([NH:19][NH2:20])=[CH:15][CH:14]=1.CN([CH:24]=[N:25][C:26](=O)[C:27]1[CH:32]=[CH:31][N:30]=[CH:29][CH:28]=1)C. (4) Given the product [C:20]1([CH3:23])[CH:21]=[CH:22][C:17]([C:15]2[N:16]=[C:12]([NH:11][C:9](=[O:10])[CH2:8][C@H:5]3[CH2:6][CH2:7][C@@H:2]([NH:1][CH2:28][C:26]([OH:27])([C:25]([F:24])([F:33])[F:34])[C:29]([F:32])([F:31])[F:30])[CH2:3][CH2:4]3)[S:13][CH:14]=2)=[CH:18][CH:19]=1, predict the reactants needed to synthesize it. The reactants are: [NH2:1][C@@H:2]1[CH2:7][CH2:6][C@H:5]([CH2:8][C:9]([NH:11][C:12]2[S:13][CH:14]=[C:15]([C:17]3[CH:22]=[CH:21][C:20]([CH3:23])=[CH:19][CH:18]=3)[N:16]=2)=[O:10])[CH2:4][CH2:3]1.[F:24][C:25]([F:34])([F:33])[C:26]1([C:29]([F:32])([F:31])[F:30])[CH2:28][O:27]1. (5) Given the product [CH:42]1([C:48]2([CH2:52][CH2:53][CH2:54][CH2:55][CH3:56])[CH2:49][N:50]([C:24](=[O:26])[C@H:23]([NH:22][C:20](=[O:21])[O:19][C:15]([CH3:16])([CH3:17])[CH3:18])[CH2:27][C:28]3[CH:33]=[CH:32][C:31]([O:34][CH3:35])=[CH:30][CH:29]=3)[CH2:51]2)[CH2:43][CH2:44][CH2:45][CH2:46][CH2:47]1, predict the reactants needed to synthesize it. The reactants are: C(Cl)CCl.C1C=CC2N(O)N=NC=2C=1.[C:15]([O:19][C:20]([NH:22][C@H:23]([CH2:27][C:28]1[CH:33]=[CH:32][C:31]([O:34][CH3:35])=[CH:30][CH:29]=1)[C:24]([OH:26])=O)=[O:21])([CH3:18])([CH3:17])[CH3:16].C(O)(=O)C(O)=O.[CH:42]1([C:48]2([CH2:52][CH2:53][CH2:54][CH2:55][CH3:56])[CH2:51][NH:50][CH2:49]2)[CH2:47][CH2:46][CH2:45][CH2:44][CH2:43]1.C(N(CC)CC)C. (6) Given the product [F:9][C:10]1[CH:11]=[CH:12][C:13](/[CH:16]=[N:7]/[OH:8])=[N:14][CH:15]=1, predict the reactants needed to synthesize it. The reactants are: C([O-])(=O)C.[Na+].Cl.[NH2:7][OH:8].[F:9][C:10]1[CH:11]=[CH:12][C:13]([CH:16]=O)=[N:14][CH:15]=1.C([O-])(O)=O.[Na+].